This data is from Peptide-MHC class II binding affinity with 134,281 pairs from IEDB. The task is: Regression. Given a peptide amino acid sequence and an MHC pseudo amino acid sequence, predict their binding affinity value. This is MHC class II binding data. (1) The peptide sequence is GKQWQGIRMLDLATYT. The MHC is DRB1_0101 with pseudo-sequence DRB1_0101. The binding affinity (normalized) is 0. (2) The peptide sequence is TVSLPVGADEDDIKA. The MHC is HLA-DPA10103-DPB10401 with pseudo-sequence HLA-DPA10103-DPB10401. The binding affinity (normalized) is 0.0280. (3) The peptide sequence is NPTDTGHGTVVMQVK. The MHC is DRB1_0401 with pseudo-sequence DRB1_0401. The binding affinity (normalized) is 0. (4) The peptide sequence is GELQIVDKIDAAIKI. The MHC is DRB1_0404 with pseudo-sequence DRB1_0404. The binding affinity (normalized) is 0.544. (5) The peptide sequence is LCSDKQPCNGVTMND. The MHC is DRB5_0101 with pseudo-sequence DRB5_0101. The binding affinity (normalized) is 0.226. (6) The peptide sequence is RLVEGVLAEIDDVCL. The MHC is HLA-DPA10103-DPB10401 with pseudo-sequence HLA-DPA10103-DPB10401. The binding affinity (normalized) is 0.298. (7) The peptide sequence is SQDLELSWNTNGLQAY. The MHC is DRB1_1302 with pseudo-sequence DRB1_1302. The binding affinity (normalized) is 0.776. (8) The peptide sequence is YKALPVVLENARILK. The MHC is HLA-DQA10102-DQB10602 with pseudo-sequence HLA-DQA10102-DQB10602. The binding affinity (normalized) is 0.559. (9) The peptide sequence is DVDLFLTGTPDEYVEQV. The MHC is DRB1_0701 with pseudo-sequence DRB1_0701. The binding affinity (normalized) is 0.416.